From a dataset of Forward reaction prediction with 1.9M reactions from USPTO patents (1976-2016). Predict the product of the given reaction. (1) Given the reactants [CH2:1]([C@@H:3]1[CH2:7][N:6]([C:8]([O:10][C:11]([CH3:14])([CH3:13])[CH3:12])=[O:9])[C@H:5]([C:15]([O:17]CC2C=CC=CC=2)=[O:16])[CH2:4]1)[CH3:2], predict the reaction product. The product is: [C:11]([O:10][C:8]([N:6]1[CH2:7][C@@H:3]([CH2:1][CH3:2])[CH2:4][C@H:5]1[C:15]([OH:17])=[O:16])=[O:9])([CH3:12])([CH3:13])[CH3:14]. (2) Given the reactants C(OC([NH:8][CH2:9][CH:10]([C:43]1[CH:48]=[CH:47][CH:46]=[CH:45][CH:44]=1)[O:11][C:12]1[CH:13]=[C:14]2[C:20]3([CH2:25][CH2:24][N:23](C(OC(C)(C)C)=O)[CH2:22][CH2:21]3)[CH2:19][N:18]([C:33]3[C:34]4[C@H:41]([CH3:42])[CH2:40][CH2:39][C:35]=4[N:36]=[CH:37][N:38]=3)[C:15]2=[CH:16][CH:17]=1)=O)(C)(C)C.[ClH:49], predict the reaction product. The product is: [ClH:49].[ClH:49].[ClH:49].[CH3:42][C@H:41]1[C:34]2[C:33]([N:18]3[C:15]4[C:14](=[CH:13][C:12]([O:11][CH:10]([C:43]5[CH:44]=[CH:45][CH:46]=[CH:47][CH:48]=5)[CH2:9][NH2:8])=[CH:17][CH:16]=4)[C:20]4([CH2:21][CH2:22][NH:23][CH2:24][CH2:25]4)[CH2:19]3)=[N:38][CH:37]=[N:36][C:35]=2[CH2:39][CH2:40]1. (3) Given the reactants [F:1][C:2]1[CH:3]=[C:4]([O:8][CH3:9])[CH:5]=[CH:6][CH:7]=1.C([Li])CCC.CN(CCN(CCN(C)C)C)C.CN(C)[CH:29]=[O:30], predict the reaction product. The product is: [F:1][C:2]1[CH:7]=[CH:6][CH:5]=[C:4]([O:8][CH3:9])[C:3]=1[CH:29]=[O:30]. (4) Given the reactants [C:1]([C:3]1[CH:8]=[CH:7][CH:6]=[CH:5][N:4]=1)#[N:2].[Cl-:9].[NH4+:10], predict the reaction product. The product is: [ClH:9].[N:4]1[CH:5]=[CH:6][CH:7]=[CH:8][C:3]=1[C:1]([NH2:10])=[NH:2]. (5) Given the reactants [Cl:1][C:2]1[N:3]=[C:4]([C:12](OC)=[O:13])[C:5]2[C:10]([CH:11]=1)=[CH:9][CH:8]=[CH:7][CH:6]=2.[BH4-].[Na+], predict the reaction product. The product is: [Cl:1][C:2]1[N:3]=[C:4]([CH2:12][OH:13])[C:5]2[C:10]([CH:11]=1)=[CH:9][CH:8]=[CH:7][CH:6]=2. (6) Given the reactants Cl[C:2]1[C:9]([N+:10]([O-:12])=[O:11])=[CH:8][CH:7]=[CH:6][C:3]=1[C:4]#[N:5].[CH2:13]([CH2:15][NH2:16])[OH:14], predict the reaction product. The product is: [OH:14][CH2:13][CH2:15][NH:16][C:2]1[C:9]([N+:10]([O-:12])=[O:11])=[CH:8][CH:7]=[CH:6][C:3]=1[C:4]#[N:5]. (7) Given the reactants C(O)(C(F)(F)F)=O.[Br:8][C:9]1[CH:34]=[N:33][C:12]2[N:13]=[C:14]([N:20]3[CH2:23][CH:22]([N:24](C)[C:25](=O)OC(C)(C)C)[CH2:21]3)[C:15]3[N:16]([CH:17]=[N:18][N:19]=3)[C:11]=2[C:10]=1[CH3:35], predict the reaction product. The product is: [Br:8][C:9]1[CH:34]=[N:33][C:12]2[N:13]=[C:14]([N:20]3[CH2:23][CH:22]([NH:24][CH3:25])[CH2:21]3)[C:15]3[N:16]([CH:17]=[N:18][N:19]=3)[C:11]=2[C:10]=1[CH3:35]. (8) Given the reactants [Cl:1][C:2]1[CH:10]=[C:9]2[C:5]([C:6]([C:11]([N:13]3[CH2:18][CH2:17][CH:16]([C:19]4[CH:24]=[CH:23][CH:22]=[CH:21][C:20]=4[C:25]([F:28])([F:27])[F:26])[CH2:15][CH2:14]3)=[O:12])=[CH:7][NH:8]2)=[CH:4][CH:3]=1.Cl[CH2:30][C:31]([N:33]([CH3:35])[CH3:34])=[O:32], predict the reaction product. The product is: [Cl:1][C:2]1[CH:10]=[C:9]2[C:5]([C:6]([C:11]([N:13]3[CH2:14][CH2:15][CH:16]([C:19]4[CH:24]=[CH:23][CH:22]=[CH:21][C:20]=4[C:25]([F:28])([F:27])[F:26])[CH2:17][CH2:18]3)=[O:12])=[CH:7][N:8]2[CH2:30][C:31]([N:33]([CH3:35])[CH3:34])=[O:32])=[CH:4][CH:3]=1. (9) Given the reactants Cl[C:2]1[N:9]=[C:8]([CH3:10])[CH:7]=[CH:6][C:3]=1[C:4]#[N:5].[NH:11]([S:13]([CH3:16])(=[O:15])=[O:14])[CH3:12].C([O-])([O-])=O.[Cs+].[Cs+], predict the reaction product. The product is: [C:4]([C:3]1[C:2]([N:11]([CH3:12])[S:13]([CH3:16])(=[O:15])=[O:14])=[N:9][C:8]([CH3:10])=[CH:7][CH:6]=1)#[N:5].